Predict the reactants needed to synthesize the given product. From a dataset of Full USPTO retrosynthesis dataset with 1.9M reactions from patents (1976-2016). (1) Given the product [CH3:24][O:23][C:20]1[CH:21]=[C:22]2[C:17]([C:16]([CH3:25])=[CH:15][C:14](=[O:26])[N:13]2[CH2:12][CH2:11][CH:8]2[CH2:9][CH2:10][C:5](=[O:4])[CH2:6][CH2:7]2)=[CH:18][CH:19]=1, predict the reactants needed to synthesize it. The reactants are: O1[C:5]2([CH2:10][CH2:9][CH:8]([CH2:11][CH2:12][N:13]3[C:22]4[C:17](=[CH:18][CH:19]=[C:20]([O:23][CH3:24])[CH:21]=4)[C:16]([CH3:25])=[CH:15][C:14]3=[O:26])[CH2:7][CH2:6]2)[O:4]CC1.FC(F)(F)C(O)=O. (2) Given the product [CH3:1][O:2][C:3](=[O:26])[C:4]1[CH:9]=[CH:8][CH:7]=[C:6]([CH2:10][N:11]2[C:15](=[O:16])[C:14]([C:18]3[CH:23]=[CH:22][CH:21]=[C:20]([C:40]#[C:39][CH2:38][NH:37][C:27]([O:29][CH2:30][C:31]4[CH:32]=[CH:33][CH:34]=[CH:35][CH:36]=4)=[O:28])[CH:19]=3)([CH3:17])[NH:13][C:12]2=[O:25])[CH:5]=1, predict the reactants needed to synthesize it. The reactants are: [CH3:1][O:2][C:3](=[O:26])[C:4]1[CH:9]=[CH:8][CH:7]=[C:6]([CH2:10][N:11]2[C:15](=[O:16])[C:14]([C:18]3[CH:23]=[CH:22][CH:21]=[C:20](Br)[CH:19]=3)([CH3:17])[NH:13][C:12]2=[O:25])[CH:5]=1.[C:27]([NH:37][CH2:38][C:39]#[CH:40])([O:29][CH2:30][C:31]1[CH:36]=[CH:35][CH:34]=[CH:33][CH:32]=1)=[O:28].N(C(C)C)C(C)C. (3) Given the product [NH2:25][C:13]1[N:12]=[C:11]([NH:10][CH2:9][CH2:8][CH2:7][NH:6][S:2]([CH3:1])(=[O:4])=[O:3])[CH:16]=[C:15]([C:17]2[CH:22]=[CH:21][CH:20]=[C:19]([CH3:23])[C:18]=2[CH3:24])[N:14]=1, predict the reactants needed to synthesize it. The reactants are: [CH3:1][S:2](Cl)(=[O:4])=[O:3].[NH2:6][CH2:7][CH2:8][CH2:9][NH:10][C:11]1[CH:16]=[C:15]([C:17]2[CH:22]=[CH:21][CH:20]=[C:19]([CH3:23])[C:18]=2[CH3:24])[N:14]=[C:13]([NH2:25])[N:12]=1. (4) Given the product [Cl:20][C:9]1[C:10]([O:12][CH3:13])=[CH:11][C:6]([NH:5][C:3](=[O:4])[C:2]([F:15])([F:16])[F:1])=[C:7]([CH3:14])[CH:8]=1, predict the reactants needed to synthesize it. The reactants are: [F:1][C:2]([F:16])([F:15])[C:3]([NH:5][C:6]1[CH:11]=[C:10]([O:12][CH3:13])[CH:9]=[CH:8][C:7]=1[CH3:14])=[O:4].S(Cl)([Cl:20])(=O)=O.O. (5) Given the product [C:39]([NH:38][C:36]1[CH:35]=[CH:34][C:33]([Cl:42])=[C:32]([CH:37]=1)[C:31]([NH:30][C:27]1[CH:26]=[N:25][C:24]([NH:23][C:20]2[CH:19]=[CH:18][C:17]([S:14]([CH:11]3[CH2:12][CH2:13][NH:8][CH2:9][CH2:10]3)(=[O:15])=[O:16])=[CH:22][CH:21]=2)=[N:29][CH:28]=1)=[O:43])(=[O:41])[CH3:40], predict the reactants needed to synthesize it. The reactants are: C(OC([N:8]1[CH2:13][CH2:12][CH:11]([S:14]([C:17]2[CH:22]=[CH:21][C:20]([NH:23][C:24]3[N:29]=[CH:28][C:27]([NH:30][C:31](=[O:43])[C:32]4[CH:37]=[C:36]([NH:38][C:39](=[O:41])[CH3:40])[CH:35]=[CH:34][C:33]=4[Cl:42])=[CH:26][N:25]=3)=[CH:19][CH:18]=2)(=[O:16])=[O:15])[CH2:10][CH2:9]1)=O)(C)(C)C.C(O)(C(F)(F)F)=O.